Dataset: Full USPTO retrosynthesis dataset with 1.9M reactions from patents (1976-2016). Task: Predict the reactants needed to synthesize the given product. The reactants are: C1(P(C2C=CC=CC=2)C2C=CC=CC=2)C=CC=CC=1.N(C(OC(C)C)=O)=NC(OC(C)C)=O.[Br:34][C:35]1[CH:40]=[CH:39][C:38]([C@@H:41]2[CH2:44][C@H:43]([OH:45])[CH2:42]2)=[C:37]([O:46][CH3:47])[CH:36]=1.[N+](C1C=CC(C(O)=O)=CC=1)([O-])=O.[OH-].[Na+]. Given the product [Br:34][C:35]1[CH:40]=[CH:39][C:38]([C@H:41]2[CH2:42][C@H:43]([OH:45])[CH2:44]2)=[C:37]([O:46][CH3:47])[CH:36]=1, predict the reactants needed to synthesize it.